Dataset: NCI-60 drug combinations with 297,098 pairs across 59 cell lines. Task: Regression. Given two drug SMILES strings and cell line genomic features, predict the synergy score measuring deviation from expected non-interaction effect. (1) Drug 1: CC1=C(C(CCC1)(C)C)C=CC(=CC=CC(=CC(=O)O)C)C. Drug 2: C1CN(CCN1C(=O)CCBr)C(=O)CCBr. Cell line: SNB-75. Synergy scores: CSS=13.2, Synergy_ZIP=-3.86, Synergy_Bliss=0.646, Synergy_Loewe=-1.74, Synergy_HSA=-1.20. (2) Drug 1: CN(C)C1=NC(=NC(=N1)N(C)C)N(C)C. Drug 2: C1=NC2=C(N=C(N=C2N1C3C(C(C(O3)CO)O)F)Cl)N. Cell line: HCT116. Synergy scores: CSS=32.6, Synergy_ZIP=-4.55, Synergy_Bliss=-6.18, Synergy_Loewe=-56.2, Synergy_HSA=-6.13.